This data is from Catalyst prediction with 721,799 reactions and 888 catalyst types from USPTO. The task is: Predict which catalyst facilitates the given reaction. Reactant: Cl.[CH3:2][O:3][C:4](=[O:11])[C@H:5]([CH2:7][CH:8]([CH3:10])[CH3:9])[NH2:6].[CH2:12]([O:14][C:15](=[O:31])/[CH:16]=[C:17](/[O:20][C:21]1[CH:29]=[CH:28][CH:27]=[C:26]2[C:22]=1[CH:23]=[N:24][N:25]2[CH3:30])\[CH2:18]Br)[CH3:13].C(N(CC)C(C)C)(C)C. Product: [CH3:2][O:3][C:4](=[O:11])[C@@H:5]([NH:6][CH2:18]/[C:17](/[O:20][C:21]1[CH:29]=[CH:28][CH:27]=[C:26]2[C:22]=1[CH:23]=[N:24][N:25]2[CH3:30])=[CH:16]\[C:15]([O:14][CH2:12][CH3:13])=[O:31])[CH2:7][CH:8]([CH3:10])[CH3:9]. The catalyst class is: 10.